Dataset: Reaction yield outcomes from USPTO patents with 853,638 reactions. Task: Predict the reaction yield, written as a fraction of the theoretical maximum amount of product (1.0 means a 100% yield; for example, 0.34 means a 34% yield). (1) The reactants are C1C=CC2N(O)[N:8]=[N:7]C=2C=1.CCN=C=NCCCN(C)C.[Cl:22][C:23]1[CH:24]=[C:25]([CH:29]=[C:30]([O:32][CH3:33])[N:31]=1)[C:26](O)=[O:27].O.NN.C1CCCCC=1. The catalyst is C(#N)C. The product is [Cl:22][C:23]1[CH:24]=[C:25]([CH:29]=[C:30]([O:32][CH3:33])[N:31]=1)[C:26]([NH:7][NH2:8])=[O:27]. The yield is 0.950. (2) No catalyst specified. The reactants are [CH3:1][O:2][C:3]1[CH:4]=[CH:5][CH:6]=[C:7]2[C:11]=1[NH:10][N:9]=[C:8]2[C:12]([O:14][CH3:15])=[O:13].[Br:16][C:17]1[CH:18]=[C:19](B(O)O)[CH:20]=[CH:21][CH:22]=1. The yield is 0.290. The product is [Br:16][C:17]1[CH:22]=[C:21]([N:10]2[C:11]3[C:7](=[CH:6][CH:5]=[CH:4][C:3]=3[O:2][CH3:1])[C:8]([C:12]([O:14][CH3:15])=[O:13])=[N:9]2)[CH:20]=[CH:19][CH:18]=1. (3) The reactants are S(=O)(=O)(O)O.[N+]([C:9]1[CH:10]=C(S([O-])(=O)=O)C=C[CH:14]=1)([O-])=O.[Na+].[Br:20][C:21]1[CH:27]=[CH:26][C:24]([NH2:25])=[C:23]([F:28])[CH:22]=1.N. The catalyst is O.OCC(CO)O. The product is [Br:20][C:21]1[CH:27]=[C:26]2[C:24](=[C:23]([F:28])[CH:22]=1)[N:25]=[CH:10][CH:9]=[CH:14]2. The yield is 0.969. (4) The reactants are [OH:1][C:2]1[CH:3]=[C:4]2[C:9](=[CH:10][CH:11]=1)[C:8](=[O:12])[CH2:7][CH2:6][CH2:5]2.[CH:13]1([CH2:16][CH2:17]O)[CH2:15][CH2:14]1.C1(P(C2C=CC=CC=2)C2C=CC=CC=2)C=CC=CC=1.CCOC(/N=N/C(OCC)=O)=O. The catalyst is C1COCC1. The product is [CH:13]1([CH2:16][CH2:17][O:1][C:2]2[CH:3]=[C:4]3[C:9](=[CH:10][CH:11]=2)[C:8](=[O:12])[CH2:7][CH2:6][CH2:5]3)[CH2:15][CH2:14]1. The yield is 0.330. (5) The reactants are [C:1]1([NH:7][NH2:8])[CH:6]=[CH:5][CH:4]=[CH:3][CH:2]=1.Cl.[F:10][C:11]([F:21])([F:20])[C:12](=O)[CH2:13][C:14](OCC)=[O:15]. The catalyst is C(O)C. The product is [C:1]1([N:7]2[C:14]([OH:15])=[CH:13][C:12]([C:11]([F:21])([F:20])[F:10])=[N:8]2)[CH:6]=[CH:5][CH:4]=[CH:3][CH:2]=1. The yield is 0.879. (6) The reactants are [CH2:1]([Li])[CH2:2][CH2:3][CH3:4].[CH2:6]([N:13]([CH3:22])[CH2:14][CH2:15][C:16](N(OC)C)=[O:17])[C:7]1[CH:12]=[CH:11][CH:10]=[CH:9][CH:8]=1.C(=O)(O)[O-].[Na+]. The catalyst is O1CCCC1. The product is [CH2:6]([N:13]([CH3:22])[CH2:14][CH2:15][C:16](=[O:17])[CH2:1][CH2:2][CH2:3][CH3:4])[C:7]1[CH:12]=[CH:11][CH:10]=[CH:9][CH:8]=1. The yield is 0.810.